From a dataset of Catalyst prediction with 721,799 reactions and 888 catalyst types from USPTO. Predict which catalyst facilitates the given reaction. (1) Reactant: [Cl:1][C:2]1[CH:7]=[C:6]([Cl:8])[CH:5]=[CH:4][C:3]=1[C@H:9]([N:11]1[C:19]2[C:14](=[CH:15][CH:16]=[C:17]([N:20]3[CH2:25][CH2:24][NH:23][C@H:22]([CH2:26][OH:27])[CH2:21]3)[CH:18]=2)[CH:13]=[N:12]1)[CH3:10].C(OC([N:35]1[CH2:39][CH2:38][CH2:37][C@@H:36]1[C:40](O)=[O:41])=O)(C)(C)C.CN(C(ON1N=NC2C=CC=NC1=2)=[N+](C)C)C.F[P-](F)(F)(F)(F)F.CCN(C(C)C)C(C)C. Product: [Cl:1][C:2]1[CH:7]=[C:6]([Cl:8])[CH:5]=[CH:4][C:3]=1[C@H:9]([N:11]1[C:19]2[C:14](=[CH:15][CH:16]=[C:17]([N:20]3[CH2:25][CH2:24][N:23]([C:40]([C@H:36]4[CH2:37][CH2:38][CH2:39][NH:35]4)=[O:41])[C@H:22]([CH2:26][OH:27])[CH2:21]3)[CH:18]=2)[CH:13]=[N:12]1)[CH3:10]. The catalyst class is: 4. (2) The catalyst class is: 3. Product: [ClH:1].[ClH:32].[Cl:1][C:2]1[CH:31]=[CH:30][C:5]([C:6]([NH:8][C:9]2[CH:10]=[CH:11][C:12]([C@@H:15]([NH:17][C:18]3[C:27]4[C:22](=[CH:23][C:24]([CH3:28])=[CH:25][CH:26]=4)[N:21]=[C:20]([N:34]([CH3:35])[CH3:33])[N:19]=3)[CH3:16])=[CH:13][CH:14]=2)=[O:7])=[CH:4][N:3]=1. Reactant: [Cl:1][C:2]1[CH:31]=[CH:30][C:5]([C:6]([NH:8][C:9]2[CH:14]=[CH:13][C:12]([C@@H:15]([NH:17][C:18]3[C:27]4[C:22](=[CH:23][C:24]([CH3:28])=[CH:25][CH:26]=4)[N:21]=[C:20](Cl)[N:19]=3)[CH3:16])=[CH:11][CH:10]=2)=[O:7])=[CH:4][N:3]=1.[ClH:32].[CH3:33][NH:34][CH3:35]. (3) Reactant: [CH:1]([NH:3][C@@H:4]1[C:32](=[O:33])[N:6]2[C:7]([C:16]([O:18][CH:19]([C:26]3[CH:31]=[CH:30][CH:29]=[CH:28][CH:27]=3)[C:20]3[CH:25]=[CH:24][CH:23]=[CH:22][CH:21]=3)=[O:17])=[C:8](OS(C)(=O)=O)[CH2:9][S:10][C@H:5]12)=[O:2].[SH-:34].[Na+].C(N(C(C)C)CC)(C)C.C(=O)=O.ClC(Cl)(Cl)Cl.Cl.Cl[CH2:55][C:56]1[CH:57]=[N:58][NH:59][CH:60]=1. Product: [CH:1]([NH:3][C@@H:4]1[C:32](=[O:33])[N:6]2[C:7]([C:16]([O:18][CH:19]([C:20]3[CH:25]=[CH:24][CH:23]=[CH:22][CH:21]=3)[C:26]3[CH:31]=[CH:30][CH:29]=[CH:28][CH:27]=3)=[O:17])=[C:8]([S:34][CH2:55][C:56]3[CH:57]=[N:58][NH:59][CH:60]=3)[CH2:9][S:10][C@H:5]12)=[O:2]. The catalyst class is: 248. (4) Product: [CH3:1][N:2]([C:3]1[CH:4]=[N:5][CH:6]=[CH:7][C:8]=1[C:9]1[CH:14]=[CH:13][CH:12]=[CH:11][C:10]=1[CH3:15])[C:21](=[O:22])[C:20]1[CH:24]=[CH:25][C:26]([C:27]([F:28])([F:29])[F:30])=[C:18]([C:17]([F:16])([F:31])[F:32])[CH:19]=1. Reactant: [CH3:1][NH:2][C:3]1[CH:4]=[N:5][CH:6]=[CH:7][C:8]=1[C:9]1[CH:14]=[CH:13][CH:12]=[CH:11][C:10]=1[CH3:15].[F:16][C:17]([F:32])([F:31])[C:18]1[CH:19]=[C:20]([CH:24]=[CH:25][C:26]=1[C:27]([F:30])([F:29])[F:28])[C:21](O)=[O:22]. The catalyst class is: 243. (5) Reactant: [Cl:1][C:2]1[CH:20]=[C:19]([N+:21]([O-])=O)[CH:18]=[C:17]([CH3:24])[C:3]=1[O:4][C:5]1[CH:6]=[C:7]2[C:11](=[CH:12][CH:13]=1)[NH:10][CH:9]=[C:8]2[CH:14]([CH3:16])[CH3:15]. Product: [Cl:1][C:2]1[CH:20]=[C:19]([CH:18]=[C:17]([CH3:24])[C:3]=1[O:4][C:5]1[CH:6]=[C:7]2[C:11](=[CH:12][CH:13]=1)[NH:10][CH:9]=[C:8]2[CH:14]([CH3:15])[CH3:16])[NH2:21]. The catalyst class is: 29. (6) Reactant: [F:1][C:2]([F:15])([F:14])[C:3]1[CH:13]=[CH:12][C:6](/[CH:7]=[CH:8]/[C:9](O)=[O:10])=[CH:5][CH:4]=1.C(Cl)(=O)C([Cl:19])=O. Product: [F:1][C:2]([F:15])([F:14])[C:3]1[CH:13]=[CH:12][C:6](/[CH:7]=[CH:8]/[C:9]([Cl:19])=[O:10])=[CH:5][CH:4]=1. The catalyst class is: 59. (7) The catalyst class is: 5. Reactant: [Br:1][C:2]1[CH:3]=[C:4]([NH:16][S:17]([CH3:20])(=[O:19])=[O:18])[C:5]([NH:8]C(=O)OC(C)(C)C)=[N:6][CH:7]=1.Cl. Product: [NH2:8][C:5]1[C:4]([NH:16][S:17]([CH3:20])(=[O:19])=[O:18])=[CH:3][C:2]([Br:1])=[CH:7][N:6]=1.